Dataset: Catalyst prediction with 721,799 reactions and 888 catalyst types from USPTO. Task: Predict which catalyst facilitates the given reaction. Reactant: [F:1][C:2]([F:26])([F:25])[C:3]1[CH:4]=[C:5]([CH:22]=[CH:23][CH:24]=1)[CH:6]=[C:7]1[C:13]2[CH:14]=[CH:15][CH:16]=[CH:17][C:12]=2[CH2:11][CH2:10][C:9]2[CH:18]=[CH:19][CH:20]=[CH:21][C:8]1=2.C(OCC)(=O)C.[H][H]. Product: [F:1][C:2]([F:25])([F:26])[C:3]1[CH:4]=[C:5]([CH:22]=[CH:23][CH:24]=1)[CH2:6][CH:7]1[C:13]2[CH:14]=[CH:15][CH:16]=[CH:17][C:12]=2[CH2:11][CH2:10][C:9]2[CH:18]=[CH:19][CH:20]=[CH:21][C:8]1=2. The catalyst class is: 29.